This data is from Forward reaction prediction with 1.9M reactions from USPTO patents (1976-2016). The task is: Predict the product of the given reaction. (1) Given the reactants [H-].[Na+].[CH:3]1([C@H:7]([NH:9][C:10]2[N:18]=[C:17]([C:19]#[N:20])[N:16]=[C:15]3[C:11]=2[N:12]([CH2:29][C@H:30]2[CH2:35][CH2:34][C@H:33]([CH3:36])[CH2:32][CH2:31]2)[C:13]([CH:21]([OH:28])[C:22]2[CH:27]=[CH:26][CH:25]=[CH:24][CH:23]=2)=[N:14]3)[CH3:8])[CH2:6][CH2:5][CH2:4]1.I[CH3:38], predict the reaction product. The product is: [CH:3]1([C@H:7]([NH:9][C:10]2[N:18]=[C:17]([C:19]#[N:20])[N:16]=[C:15]3[C:11]=2[N:12]([CH2:29][C@H:30]2[CH2:31][CH2:32][C@H:33]([CH3:36])[CH2:34][CH2:35]2)[C:13]([CH:21]([O:28][CH3:38])[C:22]2[CH:27]=[CH:26][CH:25]=[CH:24][CH:23]=2)=[N:14]3)[CH3:8])[CH2:4][CH2:5][CH2:6]1. (2) Given the reactants [Cl:1][C:2]1[CH:12]=[C:11]([F:13])[CH:10]=[CH:9][C:3]=1[C:4]([N:6]=[C:7]=[O:8])=[O:5].Cl.[CH3:15][O:16][C:17]1[O:21][C:20](=[O:22])[N:19]([C:23]2[CH:28]=[CH:27][C:26]([NH2:29])=[C:25]([O:30][CH3:31])[CH:24]=2)[N:18]=1.C(N(CC)CC)C, predict the reaction product. The product is: [Cl:1][C:2]1[CH:12]=[C:11]([F:13])[CH:10]=[CH:9][C:3]=1[C:4]([NH:6][C:7]([NH:29][C:26]1[CH:27]=[CH:28][C:23]([N:19]2[N:18]=[C:17]([O:16][CH3:15])[O:21][C:20]2=[O:22])=[CH:24][C:25]=1[O:30][CH3:31])=[O:8])=[O:5]. (3) Given the reactants Br[C:2]1[CH:7]=[CH:6][C:5]([C:8]2[O:9][C:10]([C:13]3[CH:18]=[CH:17][CH:16]=[CH:15][CH:14]=3)=[N:11][N:12]=2)=[CH:4][CH:3]=1.[CH3:19][CH2:20][CH2:21][CH2:22][CH2:23][CH3:24].[CH2:25]([Li])[CH2:26][CH2:27][CH3:28].[C:30]([C:34]1[CH:47]=[CH:46][C:45]2[C:44](=[O:48])[C:43]3[C:38](=[CH:39][CH:40]=[CH:41][CH:42]=3)[C:37](=[O:49])[C:36]=2[CH:35]=1)([CH3:33])([CH3:32])[CH3:31], predict the reaction product. The product is: [C:30]([C:34]1[CH:47]=[CH:46][C:45]2[C:44]([C:2]3[CH:7]=[CH:6][C:5]([C:8]4[O:9][C:10]([C:13]5[CH:18]=[CH:17][CH:16]=[CH:15][CH:14]=5)=[N:11][N:12]=4)=[CH:4][CH:3]=3)([OH:48])[C:43]3[C:38](=[CH:39][CH:40]=[CH:41][CH:42]=3)[C:37]([C:21]3[CH:20]=[CH:19][C:24]([C:10]4[O:9][C:28]([C:27]5[CH:7]=[CH:2][CH:3]=[CH:25][CH:26]=5)=[N:12][N:11]=4)=[CH:23][CH:22]=3)([OH:49])[C:36]=2[CH:35]=1)([CH3:33])([CH3:31])[CH3:32]. (4) Given the reactants [NH2:1][CH2:2][C@H:3]1[N:8]([C:9]([C:11]2[N:12]=[C:13]([CH3:23])[S:14][C:15]=2[C:16]2[CH:21]=[CH:20][CH:19]=[C:18]([Cl:22])[CH:17]=2)=[O:10])[CH2:7][C@H:6]2[C@@H:4]1[CH2:5]2.[O:24]1[C:28]2=[CH:29][CH:30]=[CH:31][C:32]([C:33](O)=[O:34])=[C:27]2[CH2:26][CH2:25]1, predict the reaction product. The product is: [Cl:22][C:18]1[CH:17]=[C:16]([C:15]2[S:14][C:13]([CH3:23])=[N:12][C:11]=2[C:9]([N:8]2[CH2:7][C@H:6]3[C@H:4]([CH2:5]3)[C@H:3]2[CH2:2][NH:1][C:33]([C:32]2[CH:31]=[CH:30][CH:29]=[C:28]3[O:24][CH2:25][CH2:26][C:27]=23)=[O:34])=[O:10])[CH:21]=[CH:20][CH:19]=1. (5) Given the reactants CC(=[N:4][OH:5])C.CC(C)([O-])C.[K+].Cl[C:13]1[C:18]([C:19]([C:21]2[CH:26]=[CH:25][CH:24]=[C:23]([O:27][CH3:28])[CH:22]=2)=O)=[CH:17][CH:16]=[CH:15][N:14]=1, predict the reaction product. The product is: [CH3:28][O:27][C:23]1[CH:22]=[C:21]([C:19]2[C:18]3[C:13](=[N:14][CH:15]=[CH:16][CH:17]=3)[O:5][N:4]=2)[CH:26]=[CH:25][CH:24]=1. (6) The product is: [Cl:23][CH2:24][C:25]([NH:10][NH:9][C:11]([C@H:13]1[CH2:14][CH2:15][C@H:16]([C:19]([O:21][CH3:22])=[O:20])[CH2:17][CH2:18]1)=[O:12])=[O:26]. Given the reactants CN1CCOCC1.Cl.[NH:9]([C:11]([C@H:13]1[CH2:18][CH2:17][C@H:16]([C:19]([O:21][CH3:22])=[O:20])[CH2:15][CH2:14]1)=[O:12])[NH2:10].[Cl:23][CH2:24][C:25](Cl)=[O:26], predict the reaction product. (7) Given the reactants [S:1]1[CH:5]=[CH:4][CH:3]=[C:2]1[Mg]Br.Br[C:9]1[S:10][C:11]([CH2:14][CH2:15][CH2:16][CH2:17][CH2:18][CH2:19][CH2:20][CH3:21])=[CH:12][CH:13]=1.[Cl-].[NH4+], predict the reaction product. The product is: [CH2:14]([C:11]1[S:10][C:9]([C:2]2[S:1][CH:5]=[CH:4][CH:3]=2)=[CH:13][CH:12]=1)[CH2:15][CH2:16][CH2:17][CH2:18][CH2:19][CH2:20][CH3:21]. (8) The product is: [F:30][C:27]1[CH:28]=[CH:29][C:22]2=[C:23]([CH:26]=1)[O:24][CH2:25][C:19]1[CH:18]=[C:17]([CH2:16][N:10]3[C:9]4[CH:11]=[CH:12][CH:13]=[CH:14][C:8]=4[N:7]=[C:6]3[C:2]3[O:1][CH:5]=[CH:4][CH:3]=3)[CH:36]=[CH:35][C:20]=1/[C:21]/2=[C:31](/[CH3:34])\[C:32]#[N:33]. Given the reactants [O:1]1[CH:5]=[CH:4][CH:3]=[C:2]1[C:6]1[NH:10][C:9]2[CH:11]=[CH:12][CH:13]=[CH:14][C:8]=2[N:7]=1.Br[CH2:16][C:17]1[CH:36]=[CH:35][C:20]2/[C:21](=[C:31](/[CH3:34])\[C:32]#[N:33])/[C:22]3[CH:29]=[CH:28][C:27]([F:30])=[CH:26][C:23]=3[O:24][CH2:25][C:19]=2[CH:18]=1, predict the reaction product. (9) Given the reactants [CH2:1]([O:8][C:9]1[CH:14]=[CH:13][N:12]([C:15]2[CH:16]=[C:17]3[C:21](=[CH:22][CH:23]=2)[N:20]([CH2:24][CH2:25][Cl:26])[N:19]=[CH:18]3)[C:11](=[O:27])[CH:10]=1)[C:2]1[CH:7]=[CH:6][CH:5]=[CH:4][CH:3]=1.[NH:28]1[CH2:33][CH2:32][NH:31][CH2:30][CH2:29]1.C([O-])([O-])=O.[Cs+].[Cs+].Cl, predict the reaction product. The product is: [ClH:26].[CH2:1]([O:8][C:9]1[CH:14]=[CH:13][N:12]([C:15]2[CH:16]=[C:17]3[C:21](=[CH:22][CH:23]=2)[N:20]([CH2:24][CH2:25][N:28]2[CH2:33][CH2:32][NH:31][CH2:30][CH2:29]2)[N:19]=[CH:18]3)[C:11](=[O:27])[CH:10]=1)[C:2]1[CH:7]=[CH:6][CH:5]=[CH:4][CH:3]=1.